Regression. Given a peptide amino acid sequence and an MHC pseudo amino acid sequence, predict their binding affinity value. This is MHC class I binding data. From a dataset of Peptide-MHC class I binding affinity with 185,985 pairs from IEDB/IMGT. (1) The peptide sequence is WTFTPTTPL. The MHC is HLA-B39:01 with pseudo-sequence HLA-B39:01. The binding affinity (normalized) is 0.432. (2) The peptide sequence is SDYKELDTI. The MHC is Patr-B2401 with pseudo-sequence Patr-B2401. The binding affinity (normalized) is 0.728. (3) The peptide sequence is YTFEPHYFY. The MHC is HLA-A11:01 with pseudo-sequence HLA-A11:01. The binding affinity (normalized) is 0.728. (4) The peptide sequence is IHLDKGGQF. The MHC is HLA-A69:01 with pseudo-sequence HLA-A69:01. The binding affinity (normalized) is 0.0847. (5) The peptide sequence is VTSLDVINY. The MHC is HLA-A02:02 with pseudo-sequence HLA-A02:02. The binding affinity (normalized) is 0.0394. (6) The peptide sequence is LFARTRSMW. The MHC is HLA-A23:01 with pseudo-sequence HLA-A23:01. The binding affinity (normalized) is 0.428. (7) The MHC is H-2-Kb with pseudo-sequence H-2-Kb. The peptide sequence is NGIITETI. The binding affinity (normalized) is 0.0735. (8) The peptide sequence is ILLLCLIFLL. The MHC is HLA-A31:01 with pseudo-sequence HLA-A31:01. The binding affinity (normalized) is 0.412. (9) The peptide sequence is KSDLQPPNY. The MHC is HLA-B58:01 with pseudo-sequence HLA-B58:01. The binding affinity (normalized) is 0.502.